This data is from Forward reaction prediction with 1.9M reactions from USPTO patents (1976-2016). The task is: Predict the product of the given reaction. (1) Given the reactants [Br:1][C:2]1[CH:3]=[C:4]([CH:20]=[CH:21][C:22]=1[C:23]([N:25]1[CH2:29][CH2:28][S:27][CH:26]1[CH2:30][NH:31]C(OC(C)(C)C)=O)=[O:24])[C:5]([NH:7][C@H:8]([C:10]1[NH:14][C:13]2[CH:15]=[CH:16][C:17]([Cl:19])=[CH:18][C:12]=2[N:11]=1)[CH3:9])=[O:6].FC(F)(F)C(O)=O.ClCCl.CO.N.BrCl, predict the reaction product. The product is: [NH2:31][CH2:30][CH:26]1[N:25]([C:23]([C:22]2[CH:21]=[CH:20][C:4]([C:5]([NH:7][C@H:8]([C:10]3[NH:14][C:13]4[CH:15]=[CH:16][C:17]([Cl:19])=[CH:18][C:12]=4[N:11]=3)[CH3:9])=[O:6])=[CH:3][C:2]=2[Br:1])=[O:24])[CH2:29][CH2:28][S:27]1. (2) Given the reactants [F:1][C:2]1[CH:7]=[CH:6][CH:5]=[CH:4][C:3]=1[CH:8]1[CH2:13][CH2:12][N:11]([C:14](=[O:19])[C:15]([F:18])([F:17])[F:16])[CH2:10][CH:9]1[CH2:20][NH:21][C@@H:22]([C:24]1[C:33]2[C:28](=[CH:29][CH:30]=[CH:31][CH:32]=2)[CH:27]=[CH:26][CH:25]=1)[CH3:23].[C:34]([O:38][C:39](O[C:39]([O:38][C:34]([CH3:37])([CH3:36])[CH3:35])=[O:40])=[O:40])([CH3:37])([CH3:36])[CH3:35], predict the reaction product. The product is: [F:1][C:2]1[CH:7]=[CH:6][CH:5]=[CH:4][C:3]=1[CH:8]1[CH2:13][CH2:12][N:11]([C:14](=[O:19])[C:15]([F:18])([F:17])[F:16])[CH2:10][CH:9]1[CH2:20][N:21]([C@@H:22]([C:24]1[C:33]2[C:28](=[CH:29][CH:30]=[CH:31][CH:32]=2)[CH:27]=[CH:26][CH:25]=1)[CH3:23])[C:39](=[O:40])[O:38][C:34]([CH3:37])([CH3:36])[CH3:35]. (3) Given the reactants [C:1]([C:5]1[CH:6]=[C:7]([NH:10][C:11]([NH:13][C:14]2[C:23]3[C:18](=[CH:19][CH:20]=[CH:21][CH:22]=3)[C:17]([O:24][CH2:25][CH2:26][N:27]3[CH2:32][CH2:31][O:30][CH2:29][CH2:28]3)=[CH:16][CH:15]=2)=[O:12])[NH:8][N:9]=1)([CH3:4])([CH3:3])[CH3:2].B(O)(O)[C:34]1[CH:35]=[CH:36][C:37]([CH3:40])=[CH:38][CH:39]=1.N1C=CC=CC=1, predict the reaction product. The product is: [C:1]([C:5]1[CH:6]=[C:7]([NH:10][C:11]([NH:13][C:14]2[C:23]3[C:18](=[CH:19][CH:20]=[CH:21][CH:22]=3)[C:17]([O:24][CH2:25][CH2:26][N:27]3[CH2:32][CH2:31][O:30][CH2:29][CH2:28]3)=[CH:16][CH:15]=2)=[O:12])[N:8]([C:34]2[CH:39]=[CH:38][C:37]([CH3:40])=[CH:36][CH:35]=2)[N:9]=1)([CH3:4])([CH3:2])[CH3:3].